This data is from Reaction yield outcomes from USPTO patents with 853,638 reactions. The task is: Predict the reaction yield, written as a fraction of the theoretical maximum amount of product (1.0 means a 100% yield; for example, 0.34 means a 34% yield). (1) The reactants are [F:1][C:2]1(C(OCC)=O)[C:8](=[O:9])[CH2:7][CH2:6][N:5]([C:10]([O:12][C:13]([CH3:16])([CH3:15])[CH3:14])=[O:11])[CH2:4][CH2:3]1.CS(C)=O.O.[Li+].[Cl-]. The catalyst is CCOC(C)=O. The product is [F:1][CH:2]1[C:8](=[O:9])[CH2:7][CH2:6][N:5]([C:10]([O:12][C:13]([CH3:16])([CH3:15])[CH3:14])=[O:11])[CH2:4][CH2:3]1. The yield is 0.560. (2) The reactants are [C:1]([NH:4][CH2:5][CH2:6][CH:7]1[C:15]2[C:10](=[CH:11][CH:12]=[C:13]([NH:17][C:18](=[O:22])[CH:19]([CH3:21])[CH3:20])[C:14]=2O)[CH2:9][CH2:8]1)(=[O:3])[CH3:2].C1(C)C=CC(S([O-])(=O)=O)=CC=1.[NH+]1C=CC=CC=1. The catalyst is C1(C)C(C)=CC=CC=1. The product is [CH:19]([C:18]1[O:22][C:14]2[C:15]3[CH:7]([CH2:6][CH2:5][NH:4][C:1](=[O:3])[CH3:2])[CH2:8][CH2:9][C:10]=3[CH:11]=[CH:12][C:13]=2[N:17]=1)([CH3:20])[CH3:21]. The yield is 0.570. (3) The reactants are [CH3:1][C:2](C)([O-])C.[K+].O=[C:8]1[CH2:11][N:10]([C:12]([O:14][C:15]([CH3:18])([CH3:17])[CH3:16])=[O:13])[CH2:9]1. The catalyst is [Br-].C([P+](C1C=CC=CC=1)(C1C=CC=CC=1)C1C=CC=CC=1)C.CCOCC. The product is [CH:1](=[C:8]1[CH2:11][N:10]([C:12]([O:14][C:15]([CH3:18])([CH3:17])[CH3:16])=[O:13])[CH2:9]1)[CH3:2]. The yield is 0.490. (4) The reactants are C([C@@H]1NC2C(=CC=CC=2)NC1=O)C1C=CC=CC=1.[C:19]1([C:41]2[CH:46]=[CH:45][CH:44]=[CH:43][CH:42]=2)[CH:24]=[CH:23][C:22]([S:25]([NH:28][CH2:29][CH2:30][CH2:31][CH2:32][NH:33]C(=O)OC(C)(C)C)(=[O:27])=[O:26])=[CH:21][CH:20]=1. No catalyst specified. The product is [NH2:33][CH2:32][CH2:31][CH2:30][CH2:29][NH:28][S:25]([C:22]1[CH:23]=[CH:24][C:19]([C:41]2[CH:46]=[CH:45][CH:44]=[CH:43][CH:42]=2)=[CH:20][CH:21]=1)(=[O:27])=[O:26]. The yield is 0.870. (5) The reactants are [Br:1][C:2]1[CH:15]=[CH:14][C:5](/[CH:6]=[N:7]/[S@@:8]([C:10]([CH3:13])([CH3:12])[CH3:11])=[O:9])=[C:4]([F:16])[CH:3]=1.[CH3:17][Mg]Br.CCOC(C)=O.CCCCCCC. The catalyst is C(Cl)Cl.CCOCC. The product is [Br:1][C:2]1[CH:15]=[CH:14][C:5]([C@@H:6]([NH:7][S@@:8]([C:10]([CH3:12])([CH3:13])[CH3:11])=[O:9])[CH3:17])=[C:4]([F:16])[CH:3]=1. The yield is 0.600. (6) The reactants are Cl[C:2]1[N:7]=[C:6]2[N:8]([CH2:11][CH2:12][C:13]3[CH:18]=[CH:17][CH:16]=[CH:15][CH:14]=3)[N:9]=[CH:10][C:5]2=[C:4]([C:19]2[O:20][CH:21]=[CH:22][CH:23]=2)[N:3]=1.[CH2:24]([CH2:26][NH2:27])[OH:25]. The catalyst is CN1C(=O)CCC1. The product is [O:20]1[CH:21]=[CH:22][CH:23]=[C:19]1[C:4]1[N:3]=[C:2]([NH:27][CH2:26][CH2:24][OH:25])[N:7]=[C:6]2[N:8]([CH2:11][CH2:12][C:13]3[CH:18]=[CH:17][CH:16]=[CH:15][CH:14]=3)[N:9]=[CH:10][C:5]=12. The yield is 0.570. (7) The reactants are [Cl:1][C:2]1[CH:3]=[C:4]([CH:7]=[CH:8][CH:9]=1)[CH:5]=O.[CH3:10][C:11]([CH3:13])=[O:12].[OH-].[Na+].O. The catalyst is C(O)C. The product is [Cl:1][C:2]1[CH:3]=[C:4]([CH:5]=[CH:10][C:11](=[O:12])[CH:13]=[CH:5][C:4]2[CH:7]=[CH:8][CH:9]=[C:2]([Cl:1])[CH:3]=2)[CH:7]=[CH:8][CH:9]=1. The yield is 0.900. (8) The reactants are [NH2:1][C:2]1[CH:7]=[CH:6][C:5](Br)=[CH:4][C:3]=1[S:9]([NH2:12])(=[O:11])=[O:10].[CH3:13][C:14]([OH:18])([C:16]#[CH:17])[CH3:15].C(NC(C)C)(C)C. The catalyst is CN(C)C=O.[Cu]I.Cl[Pd](Cl)([P](C1C=CC=CC=1)(C1C=CC=CC=1)C1C=CC=CC=1)[P](C1C=CC=CC=1)(C1C=CC=CC=1)C1C=CC=CC=1. The product is [NH2:1][C:2]1[CH:7]=[CH:6][C:5]([C:17]#[C:16][C:14]([OH:18])([CH3:15])[CH3:13])=[CH:4][C:3]=1[S:9]([NH2:12])(=[O:11])=[O:10]. The yield is 0.460. (9) The reactants are Br[CH2:2][C:3]([OH:5])=[O:4].[F:6][C:7]1[CH:12]=[CH:11][C:10]([NH2:13])=[C:9]([N+:14]([O-:16])=[O:15])[CH:8]=1.[NH4+].[OH-]. The catalyst is C1(C)C(C)=CC=CC=1. The product is [F:6][C:7]1[CH:12]=[CH:11][C:10]([NH:13][CH2:2][C:3]([OH:5])=[O:4])=[C:9]([N+:14]([O-:16])=[O:15])[CH:8]=1. The yield is 0.340. (10) The reactants are Cl[CH2:2][CH2:3][CH2:4][O:5][C:6]1[CH:11]=[CH:10][C:9]([C:12]2[CH:17]=[CH:16][C:15]([C:18]#[N:19])=[CH:14][C:13]=2[CH3:20])=[CH:8][CH:7]=1.[CH3:21][N:22]([CH3:28])[C@@H:23]1[CH2:27][CH2:26][NH:25][CH2:24]1. No catalyst specified. The product is [CH3:21][N:22]([CH3:28])[C@@H:23]1[CH2:27][CH2:26][N:25]([CH2:2][CH2:3][CH2:4][O:5][C:6]2[CH:11]=[CH:10][C:9]([C:12]3[CH:17]=[CH:16][C:15]([C:18]#[N:19])=[CH:14][C:13]=3[CH3:20])=[CH:8][CH:7]=2)[CH2:24]1. The yield is 0.550.